From a dataset of Full USPTO retrosynthesis dataset with 1.9M reactions from patents (1976-2016). Predict the reactants needed to synthesize the given product. Given the product [NH2:23][C:21](=[O:22])[C:20](=[O:24])[CH:19]([NH:18][C:13]([C@H:12]1[CH2:11][N:10]([CH3:16])[C:9](=[O:17])[N:8]1[CH2:1][C:2]1[CH:3]=[CH:4][CH:5]=[CH:6][CH:7]=1)=[O:15])[CH2:25][C:26]1[CH:27]=[CH:28][CH:29]=[CH:30][CH:31]=1, predict the reactants needed to synthesize it. The reactants are: [CH2:1]([N:8]1[C@@H:12]([C:13]([OH:15])=O)[CH2:11][N:10]([CH3:16])[C:9]1=[O:17])[C:2]1[CH:7]=[CH:6][CH:5]=[CH:4][CH:3]=1.[NH2:18][CH:19]([CH2:25][C:26]1[CH:31]=[CH:30][CH:29]=[CH:28][CH:27]=1)[CH:20]([OH:24])[C:21]([NH2:23])=[O:22].O[NH-].O=[N-].